The task is: Predict the reactants needed to synthesize the given product.. This data is from Full USPTO retrosynthesis dataset with 1.9M reactions from patents (1976-2016). Given the product [CH:11]1([N:1]2[CH:5]=[C:4]([C:6]([O:8][CH2:9][CH3:10])=[O:7])[CH:3]=[N:2]2)[CH2:13][CH2:12]1, predict the reactants needed to synthesize it. The reactants are: [NH:1]1[CH:5]=[C:4]([C:6]([O:8][CH2:9][CH3:10])=[O:7])[CH:3]=[N:2]1.[CH:11]1(B(O)O)[CH2:13][CH2:12]1.C(=O)([O-])[O-].[Na+].[Na+].N1C=CC=CC=1C1C=CC=CN=1.C([O-])(O)=O.[Na+].